This data is from Acute oral toxicity (LD50) regression data from Zhu et al.. The task is: Regression/Classification. Given a drug SMILES string, predict its toxicity properties. Task type varies by dataset: regression for continuous values (e.g., LD50, hERG inhibition percentage) or binary classification for toxic/non-toxic outcomes (e.g., AMES mutagenicity, cardiotoxicity, hepatotoxicity). Dataset: ld50_zhu. (1) The drug is O=CC1C(=O)N(c2ccccc2)N=C1c1ccccc1. The rat oral LD50 is 2.52, given as -log10 of the dose in mol/kg body weight (higher means more acutely toxic). (2) The molecule is Cc1ccc(S(=O)(=O)NC(=O)NN2CC3CCCC3C2)cc1. The rat oral LD50 is 1.81, given as -log10 of the dose in mol/kg body weight (higher means more acutely toxic). (3) The drug is O=C(O)CC(O)c1ccc(-c2ccc(Cl)cc2)o1. The rat oral LD50 is 2.04, given as -log10 of the dose in mol/kg body weight (higher means more acutely toxic). (4) The drug is COc1ccc(CCl)cc1OC. The rat oral LD50 is 1.60, given as -log10 of the dose in mol/kg body weight (higher means more acutely toxic). (5) The drug is CN(C)c1ccc(C=Cc2ccccc2)cc1. The rat oral LD50 is 3.65, given as -log10 of the dose in mol/kg body weight (higher means more acutely toxic).